This data is from Full USPTO retrosynthesis dataset with 1.9M reactions from patents (1976-2016). The task is: Predict the reactants needed to synthesize the given product. (1) Given the product [CH3:4][O:5][C:6]1[CH:14]=[C:10]2[C:9]([C:15]([C:16]3[CH:21]=[CH:20][C:19]([O:22][CH3:23])=[CH:18][CH:17]=3)=[N:2][NH:3][C:11]2=[O:12])=[CH:8][CH:7]=1, predict the reactants needed to synthesize it. The reactants are: O.[NH2:2][NH2:3].[CH3:4][O:5][C:6]1[CH:7]=[CH:8][C:9]([C:15](=O)[C:16]2[CH:21]=[CH:20][C:19]([O:22][CH3:23])=[CH:18][CH:17]=2)=[C:10]([CH:14]=1)[C:11](O)=[O:12]. (2) Given the product [Cl:12][C:8]1[CH:9]=[C:10]2[C:5](=[CH:6][CH:7]=1)[N:4]=[CH:3][C:2]([N:16]1[CH:17]3[CH2:20][CH2:21][N:13]([CH2:19][CH2:18]3)[CH2:14][CH2:15]1)=[CH:11]2, predict the reactants needed to synthesize it. The reactants are: Br[C:2]1[CH:3]=[N:4][C:5]2[C:10]([CH:11]=1)=[CH:9][C:8]([Cl:12])=[CH:7][CH:6]=2.[N:13]12[CH2:21][CH2:20][CH:17]([CH2:18][CH2:19]1)[NH:16][CH2:15][CH2:14]2.C(=O)([O-])[O-].[Cs+].[Cs+].C1(P(C2C=CC=CC=2)C2C=CC3C(=CC=CC=3)C=2C2C3C(=CC=CC=3)C=CC=2P(C2C=CC=CC=2)C2C=CC=CC=2)C=CC=CC=1. (3) Given the product [Cl:15][C:16]1[CH:21]=[CH:20][CH:19]=[CH:18][C:17]=1[S:22]([NH:25][C:2]1[C:11]([Cl:12])=[N:10][C:9]2[C:4](=[CH:5][C:6]([CH3:14])=[C:7]([CH3:13])[CH:8]=2)[N:3]=1)(=[O:24])=[O:23], predict the reactants needed to synthesize it. The reactants are: Cl[C:2]1[C:11]([Cl:12])=[N:10][C:9]2[C:4](=[CH:5][C:6]([CH3:14])=[C:7]([CH3:13])[CH:8]=2)[N:3]=1.[Cl:15][C:16]1[CH:21]=[CH:20][CH:19]=[CH:18][C:17]=1[S:22]([NH2:25])(=[O:24])=[O:23].C(=O)([O-])[O-].[K+].[K+]. (4) Given the product [F:12][C:13]1[CH:19]=[CH:18][C:16]([N:17]2[CH:4]=[CH:5][CH:6]=[C:7]([C:8]([O:10][CH3:11])=[O:9])[C:2]2=[O:3])=[CH:15][CH:14]=1, predict the reactants needed to synthesize it. The reactants are: O=[C:2]1[C:7]([C:8]([O:10][CH3:11])=[O:9])=[CH:6][CH:5]=[CH:4][O:3]1.[F:12][C:13]1[CH:19]=[CH:18][C:16]([NH2:17])=[CH:15][CH:14]=1.Cl.CN(C)CCCN=C=NCC.Cl. (5) Given the product [Br:27][C:28]1[CH:29]=[CH:30][C:31]2[N:32]([CH2:42][CH:43]([OH:44])[CH2:45][N:9]([C:6]3[CH:5]=[CH:4][CH:3]=[C:8]([O:48][CH3:47])[CH:7]=3)[S:10]([C:13]3[CH:14]=[CH:15][C:16]([N+:19]([O-:21])=[O:20])=[CH:17][CH:18]=3)(=[O:11])=[O:12])[C:33]3[C:38]([C:39]=2[CH:40]=1)=[CH:37][C:36]([Br:41])=[CH:35][CH:34]=3, predict the reactants needed to synthesize it. The reactants are: CO[C:3]1[CH:8]=[CH:7][C:6]([NH:9][S:10]([C:13]2[CH:18]=[CH:17][C:16]([N+:19]([O-:21])=[O:20])=[CH:15][CH:14]=2)(=[O:12])=[O:11])=[CH:5][CH:4]=1.C([Li])CCC.[Br:27][C:28]1[CH:29]=[CH:30][C:31]2[N:32]([CH2:42][CH:43]3[CH2:45][O:44]3)[C:33]3[C:38]([C:39]=2[CH:40]=1)=[CH:37][C:36]([Br:41])=[CH:35][CH:34]=3.C[CH2:47][O:48]C(C)=O. (6) Given the product [Br:1][C:2]1[C:3]([C:13]2[S:14][CH:15]=[CH:16][N:17]=2)=[N:4][N:5]([CH3:12])[C:6]=1[CH:7]=[O:8], predict the reactants needed to synthesize it. The reactants are: [Br:1][C:2]1[C:3]([C:13]2[S:14][CH:15]=[CH:16][N:17]=2)=[N:4][N:5]([CH3:12])[C:6]=1[CH:7](OC)[O:8]C.Cl.[OH-].[Na+].